From a dataset of Reaction yield outcomes from USPTO patents with 853,638 reactions. Predict the reaction yield, written as a fraction of the theoretical maximum amount of product (1.0 means a 100% yield; for example, 0.34 means a 34% yield). The reactants are Cl[C:2]1[CH:7]=[CH:6][C:5]([S:8]([CH:11]([CH3:13])[CH3:12])(=[O:10])=[O:9])=[CH:4][C:3]=1[N+:14]([O-:16])=[O:15].[CH:17]1([CH2:20][NH2:21])[CH2:19][CH2:18]1. The catalyst is C(O)C. The product is [CH:17]1([CH2:20][NH:21][C:2]2[CH:7]=[CH:6][C:5]([S:8]([CH:11]([CH3:13])[CH3:12])(=[O:10])=[O:9])=[CH:4][C:3]=2[N+:14]([O-:16])=[O:15])[CH2:19][CH2:18]1. The yield is 0.550.